This data is from Forward reaction prediction with 1.9M reactions from USPTO patents (1976-2016). The task is: Predict the product of the given reaction. (1) Given the reactants [CH3:1][N:2]1[CH:6]=[C:5]([C:7]([OH:9])=O)[N:4]=[CH:3]1.Cl.CN(C)CCCN=C=NCC.O.ON1C2C=CC=CC=2N=N1.Cl.[NH2:34][CH2:35][C:36]1[CH:41]=[CH:40][C:39]([CH2:42][OH:43])=[CH:38][CH:37]=1.C(N(CC)CC)C, predict the reaction product. The product is: [OH:43][CH2:42][C:39]1[CH:40]=[CH:41][C:36]([CH2:35][NH:34][C:7]([C:5]2[N:4]=[CH:3][N:2]([CH3:1])[CH:6]=2)=[O:9])=[CH:37][CH:38]=1. (2) Given the reactants C([O:3][C:4]([C:6]1[N:14]([CH3:15])[C:13]2[CH:12]=[CH:11][N:10]=[CH:9][C:8]=2[C:7]=1[NH:16][C:17]1[CH:22]=[CH:21][C:20]([CH:23]2[CH2:25][CH2:24]2)=[CH:19][C:18]=1[F:26])=[O:5])C.[OH-].[Na+], predict the reaction product. The product is: [CH:23]1([C:20]2[CH:21]=[CH:22][C:17]([NH:16][C:7]3[C:8]4[CH:9]=[N:10][CH:11]=[CH:12][C:13]=4[N:14]([CH3:15])[C:6]=3[C:4]([OH:5])=[O:3])=[C:18]([F:26])[CH:19]=2)[CH2:25][CH2:24]1.